Dataset: Forward reaction prediction with 1.9M reactions from USPTO patents (1976-2016). Task: Predict the product of the given reaction. The product is: [NH2:30][C:15]1[N:16]=[CH:17][C:18]([C:20]2[CH:25]=[CH:24][C:23](=[O:26])[N:22]([CH:27]([CH3:28])[CH3:29])[CH:21]=2)=[N:19][C:14]=1[C:12]1[O:13][C:9]([C:6]2[CH:7]=[CH:8][C:3]([CH2:2][NH:51][C@H:48]3[CH2:49][CH2:50][O:46][CH2:47]3)=[CH:4][C:5]=2[CH3:45])=[N:10][N:11]=1. Given the reactants Br[CH2:2][C:3]1[CH:8]=[CH:7][C:6]([C:9]2[O:13][C:12]([C:14]3[C:15]([N:30](C(OC(C)(C)C)=O)C(=O)OC(C)(C)C)=[N:16][CH:17]=[C:18]([C:20]4[CH:25]=[CH:24][C:23](=[O:26])[N:22]([CH:27]([CH3:29])[CH3:28])[CH:21]=4)[N:19]=3)=[N:11][N:10]=2)=[C:5]([CH3:45])[CH:4]=1.[O:46]1[CH2:50][CH2:49][C@H:48]([NH2:51])[CH2:47]1.CCN(C(C)C)C(C)C, predict the reaction product.